This data is from NCI-60 drug combinations with 297,098 pairs across 59 cell lines. The task is: Regression. Given two drug SMILES strings and cell line genomic features, predict the synergy score measuring deviation from expected non-interaction effect. (1) Drug 1: C1CCC(C1)C(CC#N)N2C=C(C=N2)C3=C4C=CNC4=NC=N3. Drug 2: CC1=C(C=C(C=C1)NC(=O)C2=CC=C(C=C2)CN3CCN(CC3)C)NC4=NC=CC(=N4)C5=CN=CC=C5. Cell line: SNB-19. Synergy scores: CSS=-3.87, Synergy_ZIP=3.43, Synergy_Bliss=0.926, Synergy_Loewe=-1.92, Synergy_HSA=-3.10. (2) Drug 1: CC12CCC3C(C1CCC2=O)CC(=C)C4=CC(=O)C=CC34C. Drug 2: CC1OCC2C(O1)C(C(C(O2)OC3C4COC(=O)C4C(C5=CC6=C(C=C35)OCO6)C7=CC(=C(C(=C7)OC)O)OC)O)O. Cell line: NCIH23. Synergy scores: CSS=55.7, Synergy_ZIP=1.04, Synergy_Bliss=-0.0913, Synergy_Loewe=-8.84, Synergy_HSA=3.03. (3) Drug 1: C1=CC(=C2C(=C1NCCNCCO)C(=O)C3=C(C=CC(=C3C2=O)O)O)NCCNCCO. Drug 2: CC=C1C(=O)NC(C(=O)OC2CC(=O)NC(C(=O)NC(CSSCCC=C2)C(=O)N1)C(C)C)C(C)C. Cell line: A498. Synergy scores: CSS=53.2, Synergy_ZIP=-3.27, Synergy_Bliss=-1.23, Synergy_Loewe=2.66, Synergy_HSA=4.26. (4) Synergy scores: CSS=10.2, Synergy_ZIP=-2.66, Synergy_Bliss=-0.816, Synergy_Loewe=-10.6, Synergy_HSA=-4.40. Cell line: SW-620. Drug 2: CC1=C(C(CCC1)(C)C)C=CC(=CC=CC(=CC(=O)O)C)C. Drug 1: C1=NC2=C(N1)C(=S)N=C(N2)N. (5) Drug 1: C1CCC(CC1)NC(=O)N(CCCl)N=O. Drug 2: CC1CCC2CC(C(=CC=CC=CC(CC(C(=O)C(C(C(=CC(C(=O)CC(OC(=O)C3CCCCN3C(=O)C(=O)C1(O2)O)C(C)CC4CCC(C(C4)OC)OCCO)C)C)O)OC)C)C)C)OC. Cell line: NCI-H522. Synergy scores: CSS=16.8, Synergy_ZIP=-7.01, Synergy_Bliss=-2.21, Synergy_Loewe=-0.329, Synergy_HSA=1.28. (6) Drug 1: C1CCC(C1)C(CC#N)N2C=C(C=N2)C3=C4C=CNC4=NC=N3. Drug 2: C1CNP(=O)(OC1)N(CCCl)CCCl. Cell line: HCT-15. Synergy scores: CSS=-3.15, Synergy_ZIP=1.97, Synergy_Bliss=-1.20, Synergy_Loewe=-3.10, Synergy_HSA=-3.23.